The task is: Predict the reaction yield, written as a fraction of the theoretical maximum amount of product (1.0 means a 100% yield; for example, 0.34 means a 34% yield).. This data is from Reaction yield outcomes from USPTO patents with 853,638 reactions. The reactants are F[C:2]1[CH:9]=[C:8]([F:10])[CH:7]=[C:6](OC)[C:3]=1[C:4]#[N:5].[OH2:13].[NH2:14][NH2:15].[CH3:16]C(O)=O.C(OCC)(=O)C. The catalyst is C(O)CCC.O. The product is [F:10][C:8]1[CH:9]=[C:2]2[C:3]([C:4]([NH2:5])=[N:14][NH:15]2)=[C:6]([O:13][CH3:16])[CH:7]=1. The yield is 0.210.